From a dataset of Peptide-MHC class I binding affinity with 185,985 pairs from IEDB/IMGT. Regression. Given a peptide amino acid sequence and an MHC pseudo amino acid sequence, predict their binding affinity value. This is MHC class I binding data. The binding affinity (normalized) is 0.0847. The peptide sequence is RQGKTPLTL. The MHC is HLA-B57:01 with pseudo-sequence HLA-B57:01.